The task is: Predict which catalyst facilitates the given reaction.. This data is from Catalyst prediction with 721,799 reactions and 888 catalyst types from USPTO. (1) Reactant: [CH3:1][O:2][C@H:3]1[CH2:13][CH2:12][CH2:11][C@H:10]2[C:4]1=[C:5]([C:25]([O:27][CH2:28][CH:29]=[CH2:30])=[O:26])[N:6]1[C@H:9]2[C@@H:8]([C@H:14]([O:19][Si](C)(C)C)[C:15]([F:18])([F:17])[F:16])[C:7]1=[O:24].CC(O)=O.[N+](CCCC)(CCCC)(CCCC)CCCC.[F-]. Product: [CH3:1][O:2][C@H:3]1[CH2:13][CH2:12][CH2:11][C@H:10]2[C:4]1=[C:5]([C:25]([O:27][CH2:28][CH:29]=[CH2:30])=[O:26])[N:6]1[C@H:9]2[C@@H:8]([C@H:14]([OH:19])[C:15]([F:18])([F:16])[F:17])[C:7]1=[O:24]. The catalyst class is: 1. (2) Reactant: [NH2:1][C@@H:2]1[C@@H:7]2[CH2:8][C@@H:4]([CH:5]=[CH:6]2)[C@@H:3]1[C:9]([NH2:11])=[O:10]. Product: [NH2:1][C@@H:2]1[C@@H:7]2[CH2:8][C@@H:4]([CH2:5][CH2:6]2)[C@@H:3]1[C:9]([NH2:11])=[O:10]. The catalyst class is: 19. (3) Reactant: [Cl:1][C:2]1[CH:7]=[C:6]([F:8])[C:5]([F:9])=[CH:4][C:3]=1[C:10]1[CH:15]=[CH:14][CH:13]=[C:12]([NH:16][C:17]([C@@H:19]2[CH2:23][C@@H:22]([F:24])[CH2:21][N:20]2C(OC(C)(C)C)=O)=[O:18])[C:11]=1[F:32]. Product: [ClH:1].[Cl:1][C:2]1[CH:7]=[C:6]([F:8])[C:5]([F:9])=[CH:4][C:3]=1[C:10]1[CH:15]=[CH:14][CH:13]=[C:12]([NH:16][C:17]([C@@H:19]2[CH2:23][C@@H:22]([F:24])[CH2:21][NH:20]2)=[O:18])[C:11]=1[F:32]. The catalyst class is: 89. (4) Product: [CH3:11][S:8]([N:6]1[CH2:5][C:4]([CH2:3][C:1]#[N:2])([N:12]2[CH2:17][CH2:16][CH:15]([NH:18][C@@H:25]3[CH2:27][C@H:26]3[C:28]3[CH:33]=[CH:32][CH:31]=[CH:30][CH:29]=3)[CH2:14][CH2:13]2)[CH2:7]1)(=[O:9])=[O:10]. The catalyst class is: 83. Reactant: [C:1]([CH2:3][C:4]1([N:12]2[CH2:17][CH2:16][CH:15]([N:18]([C@@H:25]3[CH2:27][C@H:26]3[C:28]3[CH:33]=[CH:32][CH:31]=[CH:30][CH:29]=3)C(=O)C(F)(F)F)[CH2:14][CH2:13]2)[CH2:7][N:6]([S:8]([CH3:11])(=[O:10])=[O:9])[CH2:5]1)#[N:2].[OH-].[Na+]. (5) Reactant: [NH2:1][C:2]1[C:3]2[N:4]([C:8]([CH:25]3[CH2:30][CH2:29][CH:28]([CH2:31][O:32]S(C4C=CC(C)=CC=4)(=O)=O)[CH2:27][CH2:26]3)=[N:9][C:10]=2[C:11]2[CH:16]=[CH:15][CH:14]=[C:13]([O:17][CH2:18][C:19]3[CH:24]=[CH:23][CH:22]=[CH:21][CH:20]=3)[CH:12]=2)[CH:5]=[CH:6][N:7]=1.[NH2:43][C:44]1[CH:49]=[CH:48][CH:47]=[CH:46][CH:45]=1.CN(C=[O:54])C. Product: [CH:31]([OH:32])=[O:54].[CH2:18]([O:17][C:13]1[CH:12]=[C:11]([C:10]2[N:9]=[C:8]([CH:25]3[CH2:30][CH2:29][CH:28]([CH2:31][NH:43][C:44]4[CH:49]=[CH:48][CH:47]=[CH:46][CH:45]=4)[CH2:27][CH2:26]3)[N:4]3[CH:5]=[CH:6][N:7]=[C:2]([NH2:1])[C:3]=23)[CH:16]=[CH:15][CH:14]=1)[C:19]1[CH:20]=[CH:21][CH:22]=[CH:23][CH:24]=1. The catalyst class is: 5. (6) Reactant: [F-].C([N+](CCCC)(CCCC)CCCC)CCC.[CH2:19]([O:26][C@@H:27]1[C@@H:32]([O:33][CH2:34][C:35]2[CH:40]=[CH:39][CH:38]=[CH:37][CH:36]=2)[C@H:31]([O:41][CH2:42][C:43]2[CH:48]=[CH:47][CH:46]=[CH:45][CH:44]=2)[C@@H:30]([CH2:49][O:50][CH2:51][C:52]2[CH:57]=[CH:56][CH:55]=[CH:54][CH:53]=2)[O:29][C@H:28]1[C:58]1[CH:63]=[C:62]([F:64])[CH:61]=[C:60]([CH2:65][O:66][Si](C(C)(C)C)(C2C=CC=CC=2)C2C=CC=CC=2)[CH:59]=1)[C:20]1[CH:25]=[CH:24][CH:23]=[CH:22][CH:21]=1. Product: [CH2:19]([O:26][C@@H:27]1[C@@H:32]([O:33][CH2:34][C:35]2[CH:36]=[CH:37][CH:38]=[CH:39][CH:40]=2)[C@H:31]([O:41][CH2:42][C:43]2[CH:48]=[CH:47][CH:46]=[CH:45][CH:44]=2)[C@@H:30]([CH2:49][O:50][CH2:51][C:52]2[CH:53]=[CH:54][CH:55]=[CH:56][CH:57]=2)[O:29][C@H:28]1[C:58]1[CH:59]=[C:60]([CH2:65][OH:66])[CH:61]=[C:62]([F:64])[CH:63]=1)[C:20]1[CH:21]=[CH:22][CH:23]=[CH:24][CH:25]=1. The catalyst class is: 7. (7) Reactant: Cl[C:2]1[CH:3]=[CH:4][C:5]2[N:6]([C:8]([N+:11]([O-:13])=[O:12])=[CH:9][N:10]=2)[N:7]=1.[Cl:14][C:15]1[CH:16]=[C:17]([CH:21]=[CH:22][C:23]=1[Cl:24])[CH2:18]CN.[CH:25]([N:28](CC)C(C)C)(C)C. Product: [Cl:14][C:15]1[CH:16]=[C:17]([CH:21]=[CH:22][C:23]=1[Cl:24])[CH2:18][N:28]([CH3:25])[C:2]1[CH:3]=[CH:4][C:5]2[N:6]([C:8]([N+:11]([O-:13])=[O:12])=[CH:9][N:10]=2)[N:7]=1. The catalyst class is: 12. (8) Reactant: [F:1][C:2]([F:10])([F:9])[C:3]1[CH:7]=[C:6]([NH2:8])[O:5][N:4]=1.[H-].[Na+].[CH2:13]([O:15][C:16]1[CH:21]=[CH:20][C:19]([N:22]=[C:23]=[S:24])=[C:18]([N+:25]([O-:27])=[O:26])[CH:17]=1)[CH3:14]. Product: [CH2:13]([O:15][C:16]1[CH:21]=[CH:20][C:19]([NH:22][C:23]([NH:8][C:6]2[O:5][N:4]=[C:3]([C:2]([F:10])([F:9])[F:1])[CH:7]=2)=[S:24])=[C:18]([N+:25]([O-:27])=[O:26])[CH:17]=1)[CH3:14]. The catalyst class is: 3.